This data is from Reaction yield outcomes from USPTO patents with 853,638 reactions. The task is: Predict the reaction yield, written as a fraction of the theoretical maximum amount of product (1.0 means a 100% yield; for example, 0.34 means a 34% yield). (1) The reactants are [N:1]1([C:7]([O:9][CH2:10][C:11]2[CH:16]=[CH:15][CH:14]=[CH:13][CH:12]=2)=[O:8])[CH2:6][CH2:5][NH:4][CH2:3][CH2:2]1.C([O-])([O-])=O.[K+].[K+].Br[CH2:24][CH2:25][Cl:26]. The catalyst is C(#N)C. The product is [Cl:26][CH2:25][CH2:24][N:4]1[CH2:5][CH2:6][N:1]([C:7]([O:9][CH2:10][C:11]2[CH:16]=[CH:15][CH:14]=[CH:13][CH:12]=2)=[O:8])[CH2:2][CH2:3]1. The yield is 0.500. (2) The reactants are [Cl:1][C:2]1[CH:9]=[C:8]([S:10]([N:13]2[CH:17]=[C:16]([CH:18]=O)[CH:15]=[C:14]2[C:20]2[CH:25]=[CH:24][CH:23]=[CH:22][CH:21]=2)(=[O:12])=[O:11])[CH:7]=[CH:6][C:3]=1[C:4]#[N:5].CO.[CH3:28][NH2:29].[BH4-].[Na+]. No catalyst specified. The product is [ClH:1].[Cl:1][C:2]1[CH:9]=[C:8]([S:10]([N:13]2[CH:17]=[C:16]([CH2:18][NH:29][CH3:28])[CH:15]=[C:14]2[C:20]2[CH:25]=[CH:24][CH:23]=[CH:22][CH:21]=2)(=[O:12])=[O:11])[CH:7]=[CH:6][C:3]=1[C:4]#[N:5]. The yield is 0.240. (3) The catalyst is C(OCC)(=O)C.O. The yield is 0.710. The reactants are [C:1]([OH:5])(=O)[CH:2]=[CH2:3].[NH2:6][C:7]1[C:14]([Cl:15])=[CH:13][C:10]([CH:11]=[O:12])=[C:9]([O:16][CH3:17])[CH:8]=1.C(N(CC)CC)C.Cl. The product is [Cl:15][C:14]1[CH:13]=[C:10]([CH:11]=[O:12])[C:9]([O:16][CH3:17])=[CH:8][C:7]=1[NH:6][C:1](=[O:5])[CH:2]=[CH2:3]. (4) The reactants are [CH:1]([C:4]1[CH:9]=[CH:8][C:7]([CH3:10])=[CH:6][C:5]=1[N:11]1[C:15](=[O:16])[CH2:14][S:13]/[C:12]/1=[N:17]\[C:18]([NH:20][CH2:21][CH2:22][C:23]1[CH:28]=[CH:27][C:26]([C:29]2[N:33]=[CH:32][N:31]([C:34]3[CH:39]=[CH:38][C:37]([O:40][C:41]([F:44])([F:43])[F:42])=[CH:36][CH:35]=3)[N:30]=2)=[CH:25][CH:24]=1)=[O:19])([CH3:3])[CH3:2].C(=O)(O)[O-].[Na+].[CH3:50][C:51]([CH3:53])=[O:52]. No catalyst specified. The product is [OH:52][C:51]([CH:14]1[S:13]/[C:12](=[N:17]\[C:18]([NH:20][CH2:21][CH2:22][C:23]2[CH:24]=[CH:25][C:26]([C:29]3[N:33]=[CH:32][N:31]([C:34]4[CH:35]=[CH:36][C:37]([O:40][C:41]([F:44])([F:43])[F:42])=[CH:38][CH:39]=4)[N:30]=3)=[CH:27][CH:28]=2)=[O:19])/[N:11]([C:5]2[CH:6]=[C:7]([CH3:10])[CH:8]=[CH:9][C:4]=2[CH:1]([CH3:3])[CH3:2])[C:15]1=[O:16])([CH3:53])[CH3:50]. The yield is 0.190. (5) The reactants are C(O)(=O)C(O)=O.[CH2:7]([NH:9][NH2:10])[CH3:8].C(=O)([O-])O.[Na+].C(=O)C1C=CC=CC=1.C([O:26][CH:27]=[C:28]([C:34](OCC)=O)[C:29]([O:31][CH2:32][CH3:33])=[O:30])C.Cl. The catalyst is O.C(O)C. The product is [CH2:7]([N:9]1[CH:34]=[C:28]([C:29]([O:31][CH2:32][CH3:33])=[O:30])[C:27]([OH:26])=[N:10]1)[CH3:8]. The yield is 0.280. (6) The reactants are [F:1][CH2:2][CH2:3][CH2:4][CH2:5][CH2:6]/[CH:7]=[CH:8]\[CH2:9]/[CH:10]=[CH:11]\[CH2:12]/[CH:13]=[CH:14]\[CH2:15]/[CH:16]=[CH:17]\[CH2:18][CH2:19][CH2:20][C:21]([O:23]C)=[O:22]. The catalyst is C1COCC1.O.[Li+].[OH-]. The product is [F:1][CH2:2][CH2:3][CH2:4][CH2:5][CH2:6]/[CH:7]=[CH:8]\[CH2:9]/[CH:10]=[CH:11]\[CH2:12]/[CH:13]=[CH:14]\[CH2:15]/[CH:16]=[CH:17]\[CH2:18][CH2:19][CH2:20][C:21]([OH:23])=[O:22]. The yield is 0.950.